Dataset: Catalyst prediction with 721,799 reactions and 888 catalyst types from USPTO. Task: Predict which catalyst facilitates the given reaction. (1) Reactant: C[Al](C)C.[NH:5]1[CH2:10][CH2:9][O:8][CH2:7][CH2:6]1.C[O:12][C:13]([C:15]1[NH:16][N:17]=[C:18]([O:20][CH2:21][C:22]2[C:23]([C:28]3[CH:33]=[CH:32][CH:31]=[CH:30][CH:29]=3)=[N:24][O:25][C:26]=2[CH3:27])[CH:19]=1)=O.[C@H](O)(C([O-])=O)[C@@H](O)C([O-])=O.[Na+].[K+]. Product: [CH3:27][C:26]1[O:25][N:24]=[C:23]([C:28]2[CH:33]=[CH:32][CH:31]=[CH:30][CH:29]=2)[C:22]=1[CH2:21][O:20][C:18]1[CH:19]=[C:15]([C:13]([N:5]2[CH2:10][CH2:9][O:8][CH2:7][CH2:6]2)=[O:12])[NH:16][N:17]=1. The catalyst class is: 12. (2) Reactant: C[O:2][C:3](=O)[CH2:4][N:5]1[CH:9]=[CH:8][N:7]=[C:6]1[CH3:10].[H-].[H-].[H-].[H-].[Li+].[Al+3].[OH-].[Na+].[O-]S([O-])(=O)=O.[Mg+2]. Product: [CH3:10][C:6]1[N:5]([CH2:4][CH2:3][OH:2])[CH:9]=[CH:8][N:7]=1. The catalyst class is: 280. (3) Reactant: [Li+].[OH-].[F:3][C:4]1[CH:5]=[C:6]([C:11]2[CH:16]=[CH:15][C:14]([C:17]([NH:19][C@@H:20]([CH2:24][C:25]([O:27]CC)=[O:26])[C:21]([OH:23])=[O:22])=[O:18])=[C:13]([NH:30][C:31]([NH:33][C:34]3[C:39]([CH3:40])=[CH:38][C:37]([CH3:41])=[CH:36][C:35]=3[CH3:42])=[O:32])[CH:12]=2)[CH:7]=[CH:8][C:9]=1[F:10].Cl.C(OCC)(=O)C. Product: [F:3][C:4]1[CH:5]=[C:6]([C:11]2[CH:16]=[CH:15][C:14]([C:17]([NH:19][C@H:20]([C:21]([OH:23])=[O:22])[CH2:24][C:25]([OH:27])=[O:26])=[O:18])=[C:13]([NH:30][C:31]([NH:33][C:34]3[C:39]([CH3:40])=[CH:38][C:37]([CH3:41])=[CH:36][C:35]=3[CH3:42])=[O:32])[CH:12]=2)[CH:7]=[CH:8][C:9]=1[F:10]. The catalyst class is: 776. (4) Reactant: F[C:2]1[CH:7]=[C:6]([CH2:8][O:9][CH2:10][C:11]2[N:20]=[CH:19][CH:18]=[C:17]3[C:12]=2[CH:13]=[C:14]([C:39]2[CH:44]=[CH:43][CH:42]=[CH:41][CH:40]=2)[C:15]([C:21]2[CH:26]=[CH:25][C:24]([C:27]4([NH:31]C(=O)OC(C)(C)C)[CH2:30][CH2:29][CH2:28]4)=[CH:23][CH:22]=2)=[N:16]3)[CH:5]=[CH:4][N:3]=1.[OH2:45]. The catalyst class is: 436. Product: [NH2:31][C:27]1([C:24]2[CH:23]=[CH:22][C:21]([C:15]3[C:14]([C:39]4[CH:44]=[CH:43][CH:42]=[CH:41][CH:40]=4)=[CH:13][C:12]4[C:17](=[CH:18][CH:19]=[N:20][C:11]=4[CH2:10][O:9][CH2:8][C:6]4[CH:5]=[CH:4][NH:3][C:2](=[O:45])[CH:7]=4)[N:16]=3)=[CH:26][CH:25]=2)[CH2:30][CH2:29][CH2:28]1.